This data is from Reaction yield outcomes from USPTO patents with 853,638 reactions. The task is: Predict the reaction yield, written as a fraction of the theoretical maximum amount of product (1.0 means a 100% yield; for example, 0.34 means a 34% yield). (1) The reactants are [NH2:1][C@@H:2]([CH2:5][O:6][CH2:7][C:8]1[CH:13]=[CH:12][CH:11]=[CH:10][CH:9]=1)[CH2:3][OH:4].[C:14]([O:29][C@H:30]([CH2:35][CH2:36][CH2:37][CH2:38][CH2:39][CH2:40][CH2:41][CH2:42][CH2:43][CH2:44][CH3:45])[CH2:31][C:32](O)=[O:33])(=[O:28])[CH2:15][CH2:16][CH2:17][CH2:18][CH2:19][CH2:20][CH2:21][CH2:22][CH2:23][CH2:24][CH2:25][CH2:26][CH3:27].C(Cl)CCl.CI. The catalyst is C(Cl)Cl. The product is [CH2:7]([O:6][CH2:5][C@H:2]([NH:1][C:32](=[O:33])[CH2:31][C@H:30]([O:29][C:14](=[O:28])[CH2:15][CH2:16][CH2:17][CH2:18][CH2:19][CH2:20][CH2:21][CH2:22][CH2:23][CH2:24][CH2:25][CH2:26][CH3:27])[CH2:35][CH2:36][CH2:37][CH2:38][CH2:39][CH2:40][CH2:41][CH2:42][CH2:43][CH2:44][CH3:45])[CH2:3][OH:4])[C:8]1[CH:13]=[CH:12][CH:11]=[CH:10][CH:9]=1. The yield is 0.690. (2) The reactants are [C:1]([O:7][CH2:8][N:9]1[C:13]2[N:14]=[CH:15][N:16]=[C:17]([C:18]3[CH:19]=[N:20][N:21](C(OCC)C)[CH:22]=3)[C:12]=2[CH:11]=[CH:10]1)(=[O:6])[C:2]([CH3:5])([CH3:4])[CH3:3].C1COCC1.[OH-].[Na+]. The catalyst is Cl. The product is [C:1]([O:7][CH2:8][N:9]1[C:13]2[N:14]=[CH:15][N:16]=[C:17]([C:18]3[CH:19]=[N:20][NH:21][CH:22]=3)[C:12]=2[CH:11]=[CH:10]1)(=[O:6])[C:2]([CH3:5])([CH3:4])[CH3:3]. The yield is 0.770. (3) The reactants are [CH3:1][C:2]1[CH:7]=[C:6]([C:8]2[N:12]([C:13]3[CH:18]=[CH:17][C:16]([S:19]([CH3:22])(=[O:21])=[O:20])=[C:15]([F:23])[CH:14]=3)[N:11]=[C:10]([C:24]([F:27])([F:26])[F:25])[CH:9]=2)[CH:5]=[CH:4][C:3]=1[OH:28].[Cl-:29].O. The catalyst is C(Cl)Cl. The product is [Cl:29][C:4]1[CH:5]=[C:6]([C:8]2[N:12]([C:13]3[CH:18]=[CH:17][C:16]([S:19]([CH3:22])(=[O:21])=[O:20])=[C:15]([F:23])[CH:14]=3)[N:11]=[C:10]([C:24]([F:25])([F:26])[F:27])[CH:9]=2)[CH:7]=[C:2]([CH3:1])[C:3]=1[OH:28]. The yield is 0.886. (4) The reactants are [Si:1]([O:8][CH2:9][C@H:10]1[N:14]([C:15]([O:17][C:18]([CH3:21])([CH3:20])[CH3:19])=[O:16])[C:13](=[O:22])[C:12]([CH3:24])([CH3:23])[CH2:11]1)([C:4]([CH3:7])([CH3:6])[CH3:5])([CH3:3])[CH3:2].[Li+].[OH-:26]. The catalyst is C1COCC1.O. The product is [C:18]([O:17][C:15]([NH:14][C@H:10]([CH2:9][O:8][Si:1]([C:4]([CH3:5])([CH3:6])[CH3:7])([CH3:2])[CH3:3])[CH2:11][C:12]([CH3:24])([CH3:23])[C:13]([OH:26])=[O:22])=[O:16])([CH3:19])([CH3:21])[CH3:20]. The yield is 0.917. (5) The yield is 0.530. The reactants are [N:1]1([CH2:7][CH2:8][CH2:9][CH2:10][O:11][C:12]2[CH:17]=[CH:16][C:15]([NH2:18])=[CH:14][CH:13]=2)[CH2:6][CH2:5][CH2:4][CH2:3][CH2:2]1.[CH3:19][C:20]1[CH:28]=[CH:27][CH:26]=[C:25]2[C:21]=1[C:22](=[CH:30]O)[C:23](=[O:29])[NH:24]2. No catalyst specified. The product is [CH3:19][C:20]1[CH:28]=[CH:27][CH:26]=[C:25]2[C:21]=1[C:22](=[CH:30][NH:18][C:15]1[CH:14]=[CH:13][C:12]([O:11][CH2:10][CH2:9][CH2:8][CH2:7][N:1]3[CH2:2][CH2:3][CH2:4][CH2:5][CH2:6]3)=[CH:17][CH:16]=1)[C:23](=[O:29])[NH:24]2.